This data is from Peptide-MHC class II binding affinity with 134,281 pairs from IEDB. The task is: Regression. Given a peptide amino acid sequence and an MHC pseudo amino acid sequence, predict their binding affinity value. This is MHC class II binding data. (1) The peptide sequence is DPWFAHRTPMPKIQNVSSSD. The MHC is DRB1_0701 with pseudo-sequence DRB1_0701. The binding affinity (normalized) is 0.0324. (2) The binding affinity (normalized) is 0. The peptide sequence is NIKDNVGKMEDYIKK. The MHC is HLA-DQA10501-DQB10301 with pseudo-sequence HLA-DQA10501-DQB10301. (3) The peptide sequence is GELQIVDKIDAAEKI. The MHC is DRB1_1201 with pseudo-sequence DRB1_1201. The binding affinity (normalized) is 0.583. (4) The MHC is DRB3_0101 with pseudo-sequence DRB3_0101. The peptide sequence is ERRNKYLEEHPSAGK. The binding affinity (normalized) is 0. (5) The peptide sequence is LKCRLKMDKLELKGM. The MHC is DRB3_0101 with pseudo-sequence DRB3_0101. The binding affinity (normalized) is 0.682. (6) The peptide sequence is MRNVFDDVVPADFKV. The MHC is DRB3_0101 with pseudo-sequence DRB3_0101. The binding affinity (normalized) is 0.376. (7) The peptide sequence is RRAIDLPTHENHGLK. The MHC is DRB1_0301 with pseudo-sequence DRB1_0301. The binding affinity (normalized) is 0. (8) The peptide sequence is HFFIGDFFVDHYYSE. The MHC is HLA-DQA10301-DQB10302 with pseudo-sequence HLA-DQA10301-DQB10302. The binding affinity (normalized) is 0.201. (9) The peptide sequence is SQDLELSWNLNGLQNY. The MHC is HLA-DQA10301-DQB10302 with pseudo-sequence HLA-DQA10301-DQB10302. The binding affinity (normalized) is 0.196.